Predict which catalyst facilitates the given reaction. From a dataset of Catalyst prediction with 721,799 reactions and 888 catalyst types from USPTO. (1) Reactant: C(N(CC)CC)C.[N:8]1([C:14]([O:16][C:17]([CH3:20])([CH3:19])[CH3:18])=[O:15])[CH2:13][CH2:12][NH:11][CH2:10][CH2:9]1.[Br:21][C:22]1[CH:27]=[CH:26][C:25]([S:28](Cl)(=[O:30])=[O:29])=[CH:24][CH:23]=1. Product: [Br:21][C:22]1[CH:27]=[CH:26][C:25]([S:28]([N:11]2[CH2:12][CH2:13][N:8]([C:14]([O:16][C:17]([CH3:20])([CH3:19])[CH3:18])=[O:15])[CH2:9][CH2:10]2)(=[O:30])=[O:29])=[CH:24][CH:23]=1. The catalyst class is: 91. (2) Reactant: [OH:1][CH:2]1[CH2:7][CH2:6][CH:5]([NH:8][C:9](=[O:15])[O:10][C:11]([CH3:14])([CH3:13])[CH3:12])[CH2:4][CH2:3]1.[H-].[Na+].[Si:18]([O:25][CH2:26][CH2:27][C@@H:28]1[CH2:40][C:39]2[C:38]3[C:37](Cl)=[N:36][CH:35]=[N:34][C:33]=3[S:32][C:31]=2[CH2:30][CH2:29]1)([C:21]([CH3:24])([CH3:23])[CH3:22])([CH3:20])[CH3:19]. Product: [Si:18]([O:25][CH2:26][CH2:27][C@@H:28]1[CH2:40][C:39]2[C:38]3[C:37]([O:1][CH:2]4[CH2:7][CH2:6][CH:5]([NH:8][C:9](=[O:15])[O:10][C:11]([CH3:12])([CH3:14])[CH3:13])[CH2:4][CH2:3]4)=[N:36][CH:35]=[N:34][C:33]=3[S:32][C:31]=2[CH2:30][CH2:29]1)([C:21]([CH3:24])([CH3:22])[CH3:23])([CH3:19])[CH3:20]. The catalyst class is: 1. (3) Reactant: [CH3:1][CH:2]([CH3:22])[CH2:3][C@H:4]([N:8]1[CH2:12][C:11]([O:13][C:14]2[CH:19]=[CH:18][CH:17]=[CH:16][C:15]=2[CH3:20])=[CH:10][C:9]1=[O:21])[C:5]([OH:7])=O.Cl.[OH:24][C@@H:25]([CH2:55]O)[CH2:26][N:27]1[CH:31]=[CH:30][C:29]([NH:32]C(=O)[C@@H](N2CC(OC3C=CC=C(Cl)C=3Cl)=CC2=O)CC(C)C)=[N:28]1.F[P-](F)(F)(F)(F)F.N1(O[P+](N(C)C)(N(C)C)N(C)C)C2C=CC=C[C:67]=2N=N1.C(N(CC)CC)C. Product: [OH:24][C:25]([CH3:55])([CH3:67])[CH2:26][N:27]1[CH:31]=[CH:30][C:29]([NH:32][C:5](=[O:7])[C@@H:4]([N:8]2[CH2:12][C:11]([O:13][C:14]3[CH:19]=[CH:18][CH:17]=[CH:16][C:15]=3[CH3:20])=[CH:10][C:9]2=[O:21])[CH2:3][CH:2]([CH3:1])[CH3:22])=[N:28]1. The catalyst class is: 9. (4) Reactant: [CH:1]1([CH2:4][OH:5])[CH2:3][CH2:2]1.[H-].[Na+].F[C:9]1[CH:14]=[C:13]([F:15])[CH:12]=[CH:11][C:10]=1[N+:16]([O-:18])=[O:17]. Product: [CH:1]1([CH2:4][O:5][C:9]2[CH:14]=[C:13]([F:15])[CH:12]=[CH:11][C:10]=2[N+:16]([O-:18])=[O:17])[CH2:3][CH2:2]1. The catalyst class is: 1. (5) Reactant: [ClH:1].[CH:2]1([C:5](=[O:34])[CH:6]([N:14]2[CH2:19][CH2:18][C@@H:17]([SH:20])/[C:16](=[CH:21]/[C:22]3[CH:26]=[CH:25][N:24]([CH2:27][CH2:28][C:29]([O:31]CC)=[O:30])[N:23]=3)/[CH2:15]2)[C:7]2[CH:12]=[CH:11][CH:10]=[CH:9][C:8]=2[F:13])[CH2:4][CH2:3]1. Product: [ClH:1].[C:29]([CH2:28][CH2:27][N:24]1[CH:25]=[CH:26][C:22](/[CH:21]=[C:16]2\[CH2:15][N:14]([CH:6]([C:7]3[CH:12]=[CH:11][CH:10]=[CH:9][C:8]=3[F:13])[C:5]([CH:2]3[CH2:4][CH2:3]3)=[O:34])[CH2:19][CH2:18][C@H:17]\2[SH:20])=[N:23]1)([OH:31])=[O:30]. The catalyst class is: 10. (6) Reactant: Cl[C:2]([C:11]1[C:12]([Cl:17])=[N:13][CH:14]=[CH:15][CH:16]=1)=[C:3]([C:9]#[N:10])[C:4]([O:6][CH2:7][CH3:8])=[O:5].[CH2:18]([NH2:21])[CH2:19][CH3:20]. Product: [Cl:17][C:12]1[C:11](/[C:2](/[NH:21][CH2:18][CH2:19][CH3:20])=[C:3](\[C:9]#[N:10])/[C:4]([O:6][CH2:7][CH3:8])=[O:5])=[CH:16][CH:15]=[CH:14][N:13]=1. The catalyst class is: 7.